This data is from Forward reaction prediction with 1.9M reactions from USPTO patents (1976-2016). The task is: Predict the product of the given reaction. (1) Given the reactants [F:1][C:2]1[CH:3]=[N:4][C:5]2[C:10]([C:11]=1[CH:12]([OH:15])[CH2:13][OH:14])=[N:9][C:8]([O:16][CH3:17])=[CH:7][CH:6]=2.C(N(CC)CC)C.[S:25](Cl)([C:28]1[CH:34]=[CH:33][C:31]([CH3:32])=[CH:30][CH:29]=1)(=[O:27])=[O:26], predict the reaction product. The product is: [CH3:32][C:31]1[CH:33]=[CH:34][C:28]([S:25]([O:14][CH2:13][CH:12]([C:11]2[C:10]3[C:5](=[CH:6][CH:7]=[C:8]([O:16][CH3:17])[N:9]=3)[N:4]=[CH:3][C:2]=2[F:1])[OH:15])(=[O:27])=[O:26])=[CH:29][CH:30]=1. (2) The product is: [CH3:1][O:2][C:3]1[CH:8]=[CH:7][C:6]([C:9]2[C:17]3[C:16]([NH:18][CH2:19][CH2:20][CH2:21][CH2:22][CH2:23][CH2:24][C:25]#[N:37])=[N:15][CH:14]=[N:13][C:12]=3[O:11][C:10]=2[C:30]2[CH:35]=[CH:34][CH:33]=[CH:32][CH:31]=2)=[CH:5][CH:4]=1. Given the reactants [CH3:1][O:2][C:3]1[CH:8]=[CH:7][C:6]([C:9]2[C:17]3[C:16]([NH:18][CH2:19][CH2:20][CH2:21][CH2:22][CH2:23][CH2:24][CH2:25]S([O-])(=O)=O)=[N:15][CH:14]=[N:13][C:12]=3[O:11][C:10]=2[C:30]2[CH:35]=[CH:34][CH:33]=[CH:32][CH:31]=2)=[CH:5][CH:4]=1.[C-]#[N:37].[K+], predict the reaction product. (3) Given the reactants [CH3:1][C:2]1([C:7]([O:9]C)=O)[CH2:6][CH2:5][CH2:4][CH2:3]1.[H-].[Na+].[C:13](#[N:15])[CH3:14], predict the reaction product. The product is: [CH3:1][C:2]1([C:7](=[O:9])[CH2:14][C:13]#[N:15])[CH2:3][CH2:4][CH2:5][CH2:6]1. (4) Given the reactants [C:1]([C:5]1[CH:10]=[C:9]([Cl:11])[CH:8]=[CH:7][C:6]=1[OH:12])([CH3:4])([CH3:3])[CH3:2].N1C=CC=CC=1.[O:19](S(C(F)(F)F)(=O)=O)[S:20]([C:23]([F:26])([F:25])[F:24])(=O)=[O:21].Cl, predict the reaction product. The product is: [F:24][C:23]([F:26])([F:25])[S:20]([O:12][C:6]1[CH:7]=[CH:8][C:9]([Cl:11])=[CH:10][C:5]=1[C:1]([CH3:4])([CH3:2])[CH3:3])(=[O:21])=[O:19]. (5) Given the reactants [O:1]1[C:5]2[C:6]([C:10](O)=[O:11])=[CH:7][CH:8]=[CH:9][C:4]=2[CH2:3][CH2:2]1.[H-].[Al+3].[Li+].[H-].[H-].[H-].O, predict the reaction product. The product is: [O:1]1[C:5]2[C:6]([CH2:10][OH:11])=[CH:7][CH:8]=[CH:9][C:4]=2[CH2:3][CH2:2]1. (6) Given the reactants [C:1]([O:6][CH2:7][CH3:8])(=[O:5])[C:2]#[C:3][CH3:4].[C:9]([S:11]([C:14]1[CH:15]=[C:16]2[C:21](=[CH:22][CH:23]=1)[C:20]([CH3:25])([CH3:24])[CH2:19][CH2:18][C:17]2([CH3:27])[CH3:26])(=[O:13])=[O:12])#[CH:10], predict the reaction product. The product is: [CH3:4][C:3]([C:10]#[C:9][S:11]([C:14]1[CH:23]=[CH:22][C:21]2[C:20]([CH3:25])([CH3:24])[CH2:19][CH2:18][C:17]([CH3:27])([CH3:26])[C:16]=2[CH:15]=1)(=[O:13])=[O:12])=[CH:2][C:1]([O:6][CH2:7][CH3:8])=[O:5]. (7) Given the reactants [CH3:1][C:2]1([CH3:22])[C:11]2[CH:10]=[C:9]([C:12](=[O:14])[CH3:13])[CH:8]=[CH:7][C:6]=2[C:5]([C:15]2[CH:20]=[CH:19][C:18]([CH3:21])=[CH:17][CH:16]=2)=[CH:4]C1.BrC1C=C2C(C(C3C=CC(C)=CC=3)=CC2(C)C)=CC=1, predict the reaction product. The product is: [CH3:1][C:2]1([CH3:22])[C:11]2[C:6](=[CH:7][CH:8]=[C:9]([C:12](=[O:14])[CH3:13])[CH:10]=2)[C:5]([C:15]2[CH:20]=[CH:19][C:18]([CH3:21])=[CH:17][CH:16]=2)=[CH:4]1.